From a dataset of Forward reaction prediction with 1.9M reactions from USPTO patents (1976-2016). Predict the product of the given reaction. (1) Given the reactants [S:1]([OH:5])(=[O:4])(=[O:3])[CH3:2].[F:6][C:7]1[CH:8]=[C:9]([CH2:17][CH2:18][NH2:19])[CH:10]=[C:11]([C:13]([F:16])([F:15])[F:14])[CH:12]=1.[OH-].[Na+].[C:22]([C:26]1[CH:33]=[CH:32][C:29]([CH:30]=O)=[CH:28][CH:27]=1)([CH3:25])([CH3:24])[CH3:23].[BH4-].[Na+].CS(O)(=O)=O, predict the reaction product. The product is: [S:1]([OH:5])(=[O:4])(=[O:3])[CH3:2].[C:22]([C:26]1[CH:27]=[CH:28][C:29]([CH2:30][NH:19][CH2:18][CH2:17][C:9]2[CH:10]=[C:11]([C:13]([F:15])([F:16])[F:14])[CH:12]=[C:7]([F:6])[CH:8]=2)=[CH:32][CH:33]=1)([CH3:25])([CH3:23])[CH3:24]. (2) Given the reactants [CH3:1][N:2]([CH:10]1[CH2:13][N:12]([C:14]2[C:15]3[N:16]([N:25]=[N:26][N:27]=3)[C:17]([C:20]3[S:21][CH:22]=[CH:23][CH:24]=3)=[CH:18][N:19]=2)[CH2:11]1)C(=O)OC(C)(C)C.FC(F)(F)C(O)=O, predict the reaction product. The product is: [CH3:1][NH:2][CH:10]1[CH2:11][N:12]([C:14]2[C:15]3[N:16]([N:25]=[N:26][N:27]=3)[C:17]([C:20]3[S:21][CH:22]=[CH:23][CH:24]=3)=[CH:18][N:19]=2)[CH2:13]1. (3) Given the reactants [F:1][C:2]1[CH:3]=[N:4][N:5]([C:7]2([C:10](=[NH:14])OCC)[CH2:9][CH2:8]2)[CH:6]=1.N[C:16]1[C:21]([NH2:22])=[CH:20][N:19]=[C:18]([N:23]2[CH2:28][CH2:27][CH2:26][C@@H:25]([C:29]([N:31]3[CH2:35][CH2:34][CH2:33][CH2:32]3)=[O:30])[CH2:24]2)[N:17]=1, predict the reaction product. The product is: [F:1][C:2]1[CH:3]=[N:4][N:5]([C:7]2([C:10]3[NH:14][C:20]4[C:21]([N:22]=3)=[CH:16][N:17]=[C:18]([N:23]3[CH2:28][CH2:27][CH2:26][C@@H:25]([C:29]([N:31]5[CH2:35][CH2:34][CH2:33][CH2:32]5)=[O:30])[CH2:24]3)[N:19]=4)[CH2:8][CH2:9]2)[CH:6]=1. (4) The product is: [CH3:1][N:2]1[CH2:11][CH2:10][C:9]2[CH:8]=[C:7]3[N+:12]([O-:14])=[N:16][C:17]([NH2:18])=[N:15][C:6]3=[CH:5][C:4]=2[CH2:3]1. Given the reactants [CH3:1][N:2]1[CH2:11][CH2:10][C:9]2[C:4](=[CH:5][C:6]([NH2:15])=[C:7]([N+:12]([O-:14])=O)[CH:8]=2)[CH2:3]1.[N:16]#[C:17][NH2:18].[CH]Cl.[OH-].[Na+], predict the reaction product. (5) Given the reactants C([O-])([O-])=O.[K+].[K+].[F:7][C:8]([F:17])([F:16])[C:9]1[CH:10]=[C:11]([SH:15])[CH:12]=[CH:13][CH:14]=1.CS(O[CH:23]1[CH2:28][CH2:27][O:26][CH:25]([C:29]2[CH:34]=[CH:33][C:32]([F:35])=[C:31]([Cl:36])[CH:30]=2)[CH2:24]1)(=O)=O, predict the reaction product. The product is: [Cl:36][C:31]1[CH:30]=[C:29]([CH:25]2[CH2:24][CH:23]([S:15][C:11]3[CH:12]=[CH:13][CH:14]=[C:9]([C:8]([F:7])([F:16])[F:17])[CH:10]=3)[CH2:28][CH2:27][O:26]2)[CH:34]=[CH:33][C:32]=1[F:35]. (6) Given the reactants [CH3:1][N:2]([C:10]([C:12]1[CH:17]=[CH:16][C:15]([NH:18][CH:19]([C:24]2[CH:28]=[C:27]([C:29]3[CH:34]=[CH:33][CH:32]=[CH:31][CH:30]=3)[O:26][C:25]=2[CH3:35])[CH2:20][CH:21]([CH3:23])[CH3:22])=[CH:14][CH:13]=1)=[O:11])[CH2:3][CH2:4][C:5]([O:7]CC)=[O:6].O1CCCC1.[OH-].[Li+], predict the reaction product. The product is: [CH3:1][N:2]([C:10]([C:12]1[CH:13]=[CH:14][C:15]([NH:18][CH:19]([C:24]2[CH:28]=[C:27]([C:29]3[CH:30]=[CH:31][CH:32]=[CH:33][CH:34]=3)[O:26][C:25]=2[CH3:35])[CH2:20][CH:21]([CH3:23])[CH3:22])=[CH:16][CH:17]=1)=[O:11])[CH2:3][CH2:4][C:5]([OH:7])=[O:6]. (7) Given the reactants [OH:1][CH2:2][CH2:3][CH2:4][CH2:5][CH2:6][NH:7][S:8]([C:11]1[CH:16]=[CH:15][C:14](Br)=[CH:13][CH:12]=1)(=[O:10])=[O:9].[F:18][C:19]1[CH:24]=[C:23]([F:25])[CH:22]=[CH:21][C:20]=1B(O)O, predict the reaction product. The product is: [OH:1][CH2:2][CH2:3][CH2:4][CH2:5][CH2:6][NH:7][S:8]([C:11]1[CH:16]=[CH:15][C:14]([C:22]2[CH:21]=[CH:20][C:19]([F:18])=[CH:24][C:23]=2[F:25])=[CH:13][CH:12]=1)(=[O:10])=[O:9]. (8) Given the reactants C([O:3][C:4]([CH2:6][C:7]1[CH:15]=[CH:14][C:10]([C:11]([O-:13])=[O:12])=[CH:9][CH:8]=1)=[O:5])C.[OH-].[Na+].O.[CH2:19](O)[CH3:20], predict the reaction product. The product is: [C:4]([CH2:6][C:7]1[CH:8]=[CH:9][C:10]([C:11]([O:13][CH2:19][CH3:20])=[O:12])=[CH:14][CH:15]=1)([OH:3])=[O:5]. (9) Given the reactants [F:1][C:2]1[CH:3]=[C:4]([CH2:9][C:10]([NH2:12])=[O:11])[CH:5]=[CH:6][C:7]=1[F:8].[CH3:13][C:14]([CH3:18])([CH3:17])[CH:15]=O.[NH:19]1[C:23]2[CH:24]=[CH:25][CH:26]=[CH:27][C:22]=2[N:21]=[N:20]1.C1(C)C=CC(S(O)(=O)=O)=CC=1, predict the reaction product. The product is: [N:19]1([CH:15]([NH:12][C:10](=[O:11])[CH2:9][C:4]2[CH:5]=[CH:6][C:7]([F:8])=[C:2]([F:1])[CH:3]=2)[C:14]([CH3:18])([CH3:17])[CH3:13])[C:23]2[CH:24]=[CH:25][CH:26]=[CH:27][C:22]=2[N:21]=[N:20]1. (10) Given the reactants [Cl:1][C:2]1[CH:7]=[CH:6][C:5]([C:8]2[CH:9]=[C:10]([C:19]([OH:21])=O)[CH:11]=[N:12][C:13]=2[O:14][CH2:15][CH:16]2[CH2:18][CH2:17]2)=[CH:4][CH:3]=1.[NH2:22][N:23]1[CH2:28][CH2:27][CH:26]([OH:29])[CH2:25][CH2:24]1, predict the reaction product. The product is: [Cl:1][C:2]1[CH:3]=[CH:4][C:5]([C:8]2[CH:9]=[C:10]([C:19]([NH:22][N:23]3[CH2:28][CH2:27][CH:26]([OH:29])[CH2:25][CH2:24]3)=[O:21])[CH:11]=[N:12][C:13]=2[O:14][CH2:15][CH:16]2[CH2:17][CH2:18]2)=[CH:6][CH:7]=1.